From a dataset of Reaction yield outcomes from USPTO patents with 853,638 reactions. Predict the reaction yield, written as a fraction of the theoretical maximum amount of product (1.0 means a 100% yield; for example, 0.34 means a 34% yield). (1) The reactants are [H-].[Na+].[CH3:3][O:4][C:5]1[CH:6]=[C:7]2[C:12](=[CH:13][CH:14]=1)[C:11](=[O:15])[NH:10][CH2:9][CH2:8]2.Br[CH2:17][C:18]1[CH:23]=[CH:22][C:21]([O:24][CH2:25][CH:26]2[CH2:28][CH2:27]2)=[CH:20][CH:19]=1.O. The catalyst is C1COCC1. The product is [CH:26]1([CH2:25][O:24][C:21]2[CH:20]=[CH:19][C:18]([CH2:17][N:10]3[CH2:9][CH2:8][C:7]4[C:12](=[CH:13][CH:14]=[C:5]([O:4][CH3:3])[CH:6]=4)[C:11]3=[O:15])=[CH:23][CH:22]=2)[CH2:27][CH2:28]1. The yield is 0.423. (2) The catalyst is [I-].C([N+](CCCC)(CCCC)CCCC)CCC.CS(C)=O.C(OCC)(=O)C. The product is [N+:8]([C:5]1[N:6]=[CH:7][C:2]([N:11]2[CH2:16][CH2:15][O:14][CH2:13][CH2:12]2)=[CH:3][CH:4]=1)([O-:10])=[O:9]. The reactants are Br[C:2]1[CH:3]=[CH:4][C:5]([N+:8]([O-:10])=[O:9])=[N:6][CH:7]=1.[NH:11]1[CH2:16][CH2:15][O:14][CH2:13][CH2:12]1.C(=O)([O-])[O-].[K+].[K+]. The yield is 0.548.